Dataset: Catalyst prediction with 721,799 reactions and 888 catalyst types from USPTO. Task: Predict which catalyst facilitates the given reaction. (1) Reactant: [CH3:1][C:2]1[CH:7]=[CH:6][CH:5]=[CH:4][C:3]=1[CH2:8][C:9]([OH:11])=O.C(Cl)Cl.[CH3:15][NH:16][O:17][CH3:18].C(N(CC)CC)C.C(Cl)CCl. Product: [CH3:18][O:17][N:16]([CH3:15])[C:9](=[O:11])[CH2:8][C:3]1[CH:4]=[CH:5][CH:6]=[CH:7][C:2]=1[CH3:1]. The catalyst class is: 277. (2) Reactant: O.O.[C:3]([OH:8])(=[O:7])[C:4]([OH:6])=[O:5].[NH2:9][CH:10]([CH2:21][O:22][CH3:23])[C:11]([NH:13][CH2:14][C:15]1[CH:20]=[CH:19][CH:18]=[CH:17][CH:16]=1)=[O:12].C(O)(=O)C(O)=O. Product: [C:3]([OH:8])(=[O:7])[C:4]([OH:6])=[O:5].[NH2:9][CH:10]([CH2:21][O:22][CH3:23])[C:11]([NH:13][CH2:14][C:15]1[CH:20]=[CH:19][CH:18]=[CH:17][CH:16]=1)=[O:12]. The catalyst class is: 41. (3) Product: [Cl:17][C:11]1[C:10]2[CH:9]=[C:8]([C:18]([F:21])([F:20])[F:19])[CH:7]=[CH:6][C:5]=2[N:4]=[C:3]2[CH2:2][N:24]([CH2:22][CH3:23])[C:13](=[O:15])[C:12]=12. Reactant: Br[CH2:2][C:3]1[C:12]([C:13]([O:15]C)=O)=[C:11]([Cl:17])[C:10]2[C:5](=[CH:6][CH:7]=[C:8]([C:18]([F:21])([F:20])[F:19])[CH:9]=2)[N:4]=1.[CH2:22]([NH2:24])[CH3:23]. The catalyst class is: 8. (4) Reactant: Cl[CH2:2][C:3]1[CH:7]=[C:6]([CH3:8])[O:5][N:4]=1.[O:9]1[CH:13]=[CH:12][CH:11]=[C:10]1[C:14]1[N:29]=[C:17]2[N:18]=[C:19]([N:23]([CH3:28])[CH2:24][CH2:25][NH:26][CH3:27])[N:20]=[C:21]([NH2:22])[N:16]2[N:15]=1.CCN(CC)CC. Product: [O:9]1[CH:13]=[CH:12][CH:11]=[C:10]1[C:14]1[N:29]=[C:17]2[N:18]=[C:19]([N:23]([CH3:28])[CH2:24][CH2:25][N:26]([CH3:27])[CH2:2][C:3]3[CH:7]=[C:6]([CH3:8])[O:5][N:4]=3)[N:20]=[C:21]([NH2:22])[N:16]2[N:15]=1. The catalyst class is: 23. (5) Reactant: [H-].[Na+].[N:3]1([CH2:8][CH2:9][O:10][CH2:11][C:12]2[CH:17]=[CH:16][C:15]([OH:18])=[CH:14][CH:13]=2)[CH:7]=[CH:6][N:5]=[N:4]1.Cl[CH2:20][C:21]1[N:22]=[C:23]([CH:26]=[CH:27][C:28]2[CH:33]=[CH:32][C:31]([O:34][C:35]([F:38])([F:37])[F:36])=[CH:30][CH:29]=2)[S:24][CH:25]=1.O. Product: [F:38][C:35]([F:36])([F:37])[O:34][C:31]1[CH:32]=[CH:33][C:28](/[CH:27]=[CH:26]/[C:23]2[S:24][CH:25]=[C:21]([CH2:20][O:18][C:15]3[CH:14]=[CH:13][C:12]([CH2:11][O:10][CH2:9][CH2:8][N:3]4[CH:7]=[CH:6][N:5]=[N:4]4)=[CH:17][CH:16]=3)[N:22]=2)=[CH:29][CH:30]=1. The catalyst class is: 3.